From a dataset of Catalyst prediction with 721,799 reactions and 888 catalyst types from USPTO. Predict which catalyst facilitates the given reaction. (1) Reactant: [NH2:1][C:2]1[C:7]([NH:8][C:9](=[O:18])[O:10][CH2:11][C:12]2[CH:17]=[CH:16][CH:15]=[CH:14][CH:13]=2)=[CH:6][CH:5]=[CH:4][N+:3]=1[O-].[CH3:20][O:21][C:22]([C:24]#[C:25][C:26]([O:28]C)=O)=[O:23].C1(C)C=CC(S(O)(=O)=[O:37])=CC=1. Product: [CH2:11]([O:10][C:9]([NH:8][C:7]1[C:2]2=[N:1][C:24]([C:22]([O:21][CH3:20])=[O:23])=[C:25]([OH:37])[C:26](=[O:28])[N:3]2[CH:4]=[CH:5][CH:6]=1)=[O:18])[C:12]1[CH:17]=[CH:16][CH:15]=[CH:14][CH:13]=1. The catalyst class is: 22. (2) Reactant: [Cl:1][C:2]1[CH:7]=[CH:6][C:5]([O:8][C:9]2[CH:14]=[CH:13][C:12]([S:15]([CH2:18][NH:19][C:20]3[C:25]([C:26]([O:28]CC)=[O:27])=[CH:24][N:23]=[C:22]4[N:31]([CH3:35])[N:32]=[C:33]([CH3:34])[C:21]=34)(=[O:17])=[O:16])=[CH:11][CH:10]=2)=[CH:4][CH:3]=1.[OH-].[K+]. Product: [Cl:1][C:2]1[CH:7]=[CH:6][C:5]([O:8][C:9]2[CH:14]=[CH:13][C:12]([S:15]([CH2:18][NH:19][C:20]3[C:25]([C:26]([OH:28])=[O:27])=[CH:24][N:23]=[C:22]4[N:31]([CH3:35])[N:32]=[C:33]([CH3:34])[C:21]=34)(=[O:17])=[O:16])=[CH:11][CH:10]=2)=[CH:4][CH:3]=1. The catalyst class is: 7. (3) Reactant: Cl.[NH2:2][OH:3].C(N(CC)CC)C.[F:11][C:12]1[CH:17]=[CH:16][C:15]([N:18]2[C:22]([CH2:23][CH:24]([CH3:26])[CH3:25])=[CH:21][C:20]([CH:27]=O)=[N:19]2)=[CH:14][CH:13]=1. Product: [F:11][C:12]1[CH:17]=[CH:16][C:15]([N:18]2[C:22]([CH2:23][CH:24]([CH3:26])[CH3:25])=[CH:21][C:20]([CH:27]=[N:2][OH:3])=[N:19]2)=[CH:14][CH:13]=1. The catalyst class is: 4.